This data is from Peptide-MHC class II binding affinity with 134,281 pairs from IEDB. The task is: Regression. Given a peptide amino acid sequence and an MHC pseudo amino acid sequence, predict their binding affinity value. This is MHC class II binding data. (1) The peptide sequence is DVKFPGGGQIVGGQY. The MHC is HLA-DQA10501-DQB10301 with pseudo-sequence HLA-DQA10501-DQB10301. The binding affinity (normalized) is 0.658. (2) The peptide sequence is SQDLELSWNLNKLQAY. The MHC is DRB1_1302 with pseudo-sequence DRB1_1302. The binding affinity (normalized) is 0.616. (3) The peptide sequence is SAATAGTTVYGAFAA. The MHC is HLA-DQA10102-DQB10602 with pseudo-sequence HLA-DQA10102-DQB10602. The binding affinity (normalized) is 0.957. (4) The peptide sequence is THFPFDEQNCSMK. The MHC is DRB1_0101 with pseudo-sequence DRB1_0101. The binding affinity (normalized) is 0. (5) The peptide sequence is MVSRLLLNRFTMTHRR. The MHC is DRB1_0101 with pseudo-sequence DRB1_0101. The binding affinity (normalized) is 0.567. (6) The peptide sequence is NPYRTWHYCGSYVTK. The MHC is HLA-DQA10501-DQB10402 with pseudo-sequence HLA-DQA10501-DQB10402. The binding affinity (normalized) is 0.593. (7) The peptide sequence is LKDEAYFAANAAAQA. The MHC is DRB3_0202 with pseudo-sequence DRB3_0202. The binding affinity (normalized) is 0.878.